Dataset: Antibody paratope prediction from SAbDab with 1,023 antibody chains. Task: Token-level Classification. Given an antibody amino acid sequence, predict which amino acid positions are active in antigen binding. Output is a list of indices for active paratope positions. (1) Given the antibody sequence: DIVMSQSPSSLAVSVGEKVTMSCKSSQSLLYSSNEKNYLAWYQQKPGQSPKLLIYWASTRESGVPDRFTGSGSGTDFTLTISSVKAEDLAVYYCQQYYSYPYTFGGGTKLEIK, which amino acid positions are active in antigen binding (paratope)? The paratope positions are: [30, 31, 32, 33, 34, 35]. (2) Given the antibody sequence: DVLMTQTPLSLPVSLGDQASISCRSSQSIVHSNGNTYLEWYLQKPGQSPKLLIYKVSNRFSGVPDRFSGSGSGTDFTLKISRVEAEDLGIYYCFQSSHVPLTFGAGTKLELK, which amino acid positions are active in antigen binding (paratope)? The paratope positions are: [30, 31, 32, 33, 34]. (3) Given the antibody sequence: EVQLVESGGGLVQPGGSLRLSCAASGFTFSSYAMSWVRQAPGKGLEWVSYISDDGSLKYYADSVKGRFTISRDNSKNTLYLQMNSLRAEDTAVYYCARHPYWYGGQLDLWGQGTLVTVSS, which amino acid positions are active in antigen binding (paratope)? The paratope positions are: [52, 83, 84, 85, 104, 105, 106]. (4) Given the antibody sequence: QVQLVQSGAEVRKPGASVKVSCKASGDTFSSYAISWVRQAPGQGLEWMGGIIPIFGTANYAQAFQGRVTITANESTSTAYMELSSLRSEDTAIYYCARDNPTLLGSDYWGAGTLVTVSS, which amino acid positions are active in antigen binding (paratope)? The paratope positions are: [52, 83, 84, 85, 104, 105]. (5) Given the antibody sequence: IELTQPPSVSVVPGQTARISCSGDNIPYEYASWYQQKPGQAPVLVIYGDNNRPSGIPERFSGSNSGNTATLTISGTQAEDEADYYCASWDSMTVDGVFGGGTKLTVL, which amino acid positions are active in antigen binding (paratope)? The paratope positions are: [93, 94]. (6) Given the antibody sequence: EVQLQQSGPEVVKTGASVKISCKASGYSFTGYFINWVKKNSGKSPEWIGHISSSYATSTYNQKFKNKAAFTVDTSSSTAFMQLNSLTSEDSAVYYCVRSGNYEEYAMDYWGQGTSVTVSS, which amino acid positions are active in antigen binding (paratope)? The paratope positions are: [52, 83, 84, 85, 104, 105, 106].